Predict the reactants needed to synthesize the given product. From a dataset of Full USPTO retrosynthesis dataset with 1.9M reactions from patents (1976-2016). (1) Given the product [F:24][C:25]1[CH:30]=[CH:29][C:28]([O:31][CH2:32][CH:33]2[CH2:37][CH2:36][CH2:35][O:34]2)=[CH:27][C:26]=1[C:2]1[C:10]2[C:9]([NH2:11])=[N:8][CH:7]=[N:6][C:5]=2[N:4]([C@H:12]2[CH2:15][C@@H:14]([CH2:16][N:17]3[CH2:22][CH2:21][S:20](=[O:23])[CH2:19][CH2:18]3)[CH2:13]2)[CH:3]=1, predict the reactants needed to synthesize it. The reactants are: I[C:2]1[C:10]2[C:9]([NH2:11])=[N:8][CH:7]=[N:6][C:5]=2[N:4]([C@H:12]2[CH2:15][C@@H:14]([CH2:16][N:17]3[CH2:22][CH2:21][S:20](=[O:23])[CH2:19][CH2:18]3)[CH2:13]2)[CH:3]=1.[F:24][C:25]1[CH:30]=[CH:29][C:28]([O:31][CH2:32][CH:33]2[CH2:37][CH2:36][CH2:35][O:34]2)=[CH:27][C:26]=1B1OC(C)(C)C(C)(C)O1. (2) The reactants are: O.[NH2:2]N.C[N:5]([CH2:7][CH:8]1[C:17](=O)[C:16]2[C:11](=[CH:12][CH:13]=[CH:14][CH:15]=2)[O:10][CH2:9]1)C. Given the product [N:2]1[NH:5][CH2:7][CH:8]2[CH2:9][O:10][C:11]3[CH:12]=[CH:13][CH:14]=[CH:15][C:16]=3[C:17]=12, predict the reactants needed to synthesize it.